This data is from Forward reaction prediction with 1.9M reactions from USPTO patents (1976-2016). The task is: Predict the product of the given reaction. (1) Given the reactants [BH4-].[Na+].C[OH:4].[Br:5][C:6]1[CH:7]=[C:8]([N+:14]([O-])=O)[C:9]([C:12]#[N:13])=[N:10][CH:11]=1.O, predict the reaction product. The product is: [NH2:14][C:8]1[C:9]([C:12]([NH2:13])=[O:4])=[N:10][CH:11]=[C:6]([Br:5])[CH:7]=1. (2) The product is: [CH3:11][C:9]1[N:1]=[C:2]2[S:3][CH:4]=[CH:5][N:6]2[C:7](=[O:12])[CH:8]=1. Given the reactants [NH2:1][C:2]1[S:3][CH:4]=[CH:5][N:6]=1.[C:7](OCC)(=[O:12])[CH2:8][C:9]([CH3:11])=O, predict the reaction product. (3) Given the reactants [Br:1][C:2]1[C:3]([CH3:10])=[CH:4][C:5]([Cl:9])=[C:6](N)[CH:7]=1.Cl.N([O-])=O.[Na+].[F:16][B-](F)(F)F.[H+], predict the reaction product. The product is: [Br:1][C:2]1[CH:7]=[C:6]([F:16])[C:5]([Cl:9])=[CH:4][C:3]=1[CH3:10]. (4) Given the reactants [Br:1][C:2]1[CH:7]=[C:6]([CH3:8])[CH:5]=[CH:4][C:3]=1[CH3:9].[N+:10]([O-])([OH:12])=[O:11].S(=O)(=O)(O)O, predict the reaction product. The product is: [Br:1][C:2]1[CH:7]=[C:6]([CH3:8])[C:5]([N+:10]([O-:12])=[O:11])=[CH:4][C:3]=1[CH3:9]. (5) Given the reactants [CH3:1][C:2]1[CH:7]=[C:6]([C@@H:8]([NH2:10])[CH3:9])[N:5]=[CH:4][C:3]=1[C:11]1[CH:16]=[CH:15][N:14]=[C:13]([C:17]([F:20])([F:19])[F:18])[CH:12]=1.[F:21][C@H:22]([C@H:24]1[CH2:28][O:27][C:26](=[O:29])[N:25]1[C:30]1[CH:35]=[CH:34][N:33]=[C:32](F)[N:31]=1)[CH3:23].CCN(C(C)C)C(C)C, predict the reaction product. The product is: [F:21][C@H:22]([C@H:24]1[CH2:28][O:27][C:26](=[O:29])[N:25]1[C:30]1[CH:35]=[CH:34][N:33]=[C:32]([NH:10][C@H:8]([C:6]2[N:5]=[CH:4][C:3]([C:11]3[CH:16]=[CH:15][N:14]=[C:13]([C:17]([F:19])([F:20])[F:18])[CH:12]=3)=[C:2]([CH3:1])[CH:7]=2)[CH3:9])[N:31]=1)[CH3:23]. (6) The product is: [SH:7][CH:8]1[CH2:9][CH2:10][N:11]([C:14]([O:16][C:17]([CH3:20])([CH3:19])[CH3:18])=[O:15])[CH2:12][CH2:13]1. Given the reactants C[O-].[Na+].C([S:7][CH:8]1[CH2:13][CH2:12][N:11]([C:14]([O:16][C:17]([CH3:20])([CH3:19])[CH3:18])=[O:15])[CH2:10][CH2:9]1)(=O)C, predict the reaction product. (7) Given the reactants [Mg:1].[Ca].[P:3](=[O:7])([OH:6])([OH:5])[OH:4].[OH-].[Ca+2].[OH-].[NH3:11].[P:12]([O-:16])([O-:15])([O-:14])=[O:13].[Mg+2].[P:12]([O-:16])([O-:15])([O-:14])=[O:13].[Mg+2].[Mg+2], predict the reaction product. The product is: [NH4+:11].[P:3]([O-:7])([O-:6])([O-:5])=[O:4].[Mg+2:1].[P:12]([O-:16])([O-:15])([O-:14])=[O:13].[Mg+2:1].[Mg+2:1]. (8) Given the reactants [CH2:1]([N:3]([CH2:18][CH3:19])[C:4]1[CH:9]=[CH:8][C:7]([C:10]2[S:11][C:12]([N+:15]([O-])=O)=[CH:13][N:14]=2)=[CH:6][CH:5]=1)[CH3:2], predict the reaction product. The product is: [CH2:18]([N:3]([CH2:1][CH3:2])[C:4]1[CH:9]=[CH:8][C:7]([C:10]2[S:11][C:12]([NH2:15])=[CH:13][N:14]=2)=[CH:6][CH:5]=1)[CH3:19].